Predict the product of the given reaction. From a dataset of Forward reaction prediction with 1.9M reactions from USPTO patents (1976-2016). (1) Given the reactants [Cl:1][C:2]1[C:3]2[NH:10][CH:9]=[CH:8][C:4]=2[N:5]=[CH:6][N:7]=1.[H-].[Na+].[CH2:24](C(OC(Cl)[CH2:24][C:25]1[CH:30]=[CH:29][CH:28]=[CH:27][CH:26]=1)Cl)[C:25]1[CH:30]=[CH:29][CH:28]=[CH:27][CH:26]=1.C1C(=O)N(Br)[C:34](=[O:35])C1.C1C[O:43][CH2:42]C1, predict the reaction product. The product is: [CH2:24]([O:43][CH2:42][N:10]1[C:3]2[C:2]([Cl:1])=[N:7][CH:6]=[N:5][C:4]=2[C:8]([CH:34]=[O:35])=[CH:9]1)[C:25]1[CH:26]=[CH:27][CH:28]=[CH:29][CH:30]=1. (2) The product is: [CH2:10]([O:9][C:1](=[O:8])[CH:2]([C:15]1[CH:20]=[CH:19][C:18]([N+:21]([O-:23])=[O:22])=[CH:17][C:16]=1[O:24][CH3:25])[C:3]([O:5][CH2:6][CH3:7])=[O:4])[CH3:11]. Given the reactants [C:1]([O:9][CH2:10][CH3:11])(=[O:8])[CH2:2][C:3]([O:5][CH2:6][CH3:7])=[O:4].[H-].[Na+].Cl[C:15]1[CH:20]=[CH:19][C:18]([N+:21]([O-:23])=[O:22])=[CH:17][C:16]=1[O:24][CH3:25].Cl, predict the reaction product.